Task: Predict the reactants needed to synthesize the given product.. Dataset: Full USPTO retrosynthesis dataset with 1.9M reactions from patents (1976-2016) Given the product [OH:11][C:10]1[CH:9]=[CH:8][C:5]([CH:6]=[CH:13][C:12]([C:15]2[CH:20]=[CH:19][CH:18]=[CH:17][CH:16]=2)=[O:14])=[CH:4][C:3]=1[O:2][CH3:1], predict the reactants needed to synthesize it. The reactants are: [CH3:1][O:2][C:3]1[CH:4]=[C:5]([CH:8]=[CH:9][C:10]=1[OH:11])[CH:6]=O.[C:12]([C:15]1[CH:20]=[CH:19][CH:18]=[CH:17][CH:16]=1)(=[O:14])[CH3:13].